This data is from Catalyst prediction with 721,799 reactions and 888 catalyst types from USPTO. The task is: Predict which catalyst facilitates the given reaction. (1) Reactant: [NH2:1][C:2]1[C:11]([F:12])=[CH:10][C:5]([C:6]([O:8][CH3:9])=[O:7])=[C:4]([F:13])[CH:3]=1.[Br:14][C:15]1[CH:20]=[CH:19][C:18]([S:21](Cl)(=[O:23])=[O:22])=[CH:17][CH:16]=1.N1C=CC=CC=1. Product: [Br:14][C:15]1[CH:20]=[CH:19][C:18]([S:21]([NH:1][C:2]2[C:11]([F:12])=[CH:10][C:5]([C:6]([O:8][CH3:9])=[O:7])=[C:4]([F:13])[CH:3]=2)(=[O:23])=[O:22])=[CH:17][CH:16]=1. The catalyst class is: 2. (2) Reactant: [CH2:1]([O:3][C:4]1[N:8]([CH2:9][C:10]2[CH:15]=[CH:14][C:13]([C:16]3[CH:21]=[CH:20][CH:19]=[CH:18][C:17]=3[C:22](=[N:24][O:25][C:26](OC3C=CC([N+]([O-])=O)=CC=3)=[O:27])[NH2:23])=[CH:12][CH:11]=2)[C:7]2[C:38]([C:42]([O:44][CH2:45][C:46]3[O:47][C:48](=[O:52])[O:49][C:50]=3[CH3:51])=[O:43])=[CH:39][CH:40]=[CH:41][C:6]=2[N:5]=1)[CH3:2]. Product: [CH2:1]([O:3][C:4]1[N:8]([CH2:9][C:10]2[CH:11]=[CH:12][C:13]([C:16]3[CH:21]=[CH:20][CH:19]=[CH:18][C:17]=3[C:22]3[NH:23][C:26](=[O:27])[O:25][N:24]=3)=[CH:14][CH:15]=2)[C:7]2[C:38]([C:42]([O:44][CH2:45][C:46]3[O:47][C:48](=[O:52])[O:49][C:50]=3[CH3:51])=[O:43])=[CH:39][CH:40]=[CH:41][C:6]=2[N:5]=1)[CH3:2]. The catalyst class is: 21. (3) Reactant: [Cl:1][C:2]1[C:7]([N:8]2[CH2:13][C@H:12]([CH3:14])[O:11][C@H:10]([CH3:15])[CH2:9]2)=[C:6]([CH:16]=O)[N:5]=[C:4]2[C:18]([CH3:21])=[N:19][O:20][C:3]=12.[NH:22]1[C:27](=[O:28])[CH2:26][C:25](=[O:29])[NH:24][C:23]1=[O:30]. Product: [Cl:1][C:2]1[C:3]2[O:20][N:19]=[C:18]([CH3:21])[C:4]=2[N:5]=[C:6]2[C:7]=1[N:8]1[CH2:9][C@@H:10]([CH3:15])[O:11][C@@H:12]([CH3:14])[C@@H:13]1[C:26]1([C:25](=[O:29])[NH:24][C:23](=[O:30])[NH:22][C:27]1=[O:28])[CH2:16]2. The catalyst class is: 32. (4) Reactant: [Br:1][C:2]1[CH:3]=[CH:4][C:5](F)=[C:6]([CH:9]=1)[CH:7]=[O:8].[CH3:11][C:12]1[CH:17]=[CH:16][C:15]([CH3:18])=[CH:14][C:13]=1[OH:19].C([O-])([O-])=O.[K+].[K+]. Product: [Br:1][C:2]1[CH:3]=[CH:4][C:5]([O:19][C:13]2[CH:14]=[C:15]([CH3:18])[CH:16]=[CH:17][C:12]=2[CH3:11])=[C:6]([CH:9]=1)[CH:7]=[O:8]. The catalyst class is: 80. (5) Reactant: [Br:1][C:2]1[CH:3]=[CH:4][C:5]([CH3:12])=[C:6]([CH2:8][C:9]([OH:11])=O)[CH:7]=1.S(Cl)(Cl)=O.Cl.[CH3:18][O:19][C:20]([C:22]1([NH2:28])[CH2:27][CH2:26][CH2:25][CH2:24][CH2:23]1)=[O:21].C(N(CC)CC)C. Product: [Br:1][C:2]1[CH:3]=[CH:4][C:5]([CH3:12])=[C:6]([CH2:8][C:9]([NH:28][C:22]2([C:20]([O:19][CH3:18])=[O:21])[CH2:27][CH2:26][CH2:25][CH2:24][CH2:23]2)=[O:11])[CH:7]=1. The catalyst class is: 112. (6) Reactant: C([O-])(O)=O.[Na+].[CH3:6][NH2:7].[Br:8][C:9]1[CH:14]=[CH:13][C:12]([S:15](Cl)(=[O:17])=[O:16])=[CH:11][CH:10]=1. Product: [Br:8][C:9]1[CH:14]=[CH:13][C:12]([S:15]([NH:7][CH3:6])(=[O:17])=[O:16])=[CH:11][CH:10]=1. The catalyst class is: 2. (7) Reactant: [CH3:1][C:2]1[CH:3]=[C:4]([C:8]2[CH:13]=[CH:12][C:11]([C:14]3[O:18][C:17]([C:19]4[CH:20]=[C:21]([CH:26]=[CH:27][CH:28]=4)[C:22]([O:24]C)=[O:23])=[N:16][N:15]=3)=[CH:10][CH:9]=2)[CH:5]=[CH:6][CH:7]=1.[OH-].[Na+].Cl. Product: [CH3:1][C:2]1[CH:3]=[C:4]([C:8]2[CH:9]=[CH:10][C:11]([C:14]3[O:18][C:17]([C:19]4[CH:20]=[C:21]([CH:26]=[CH:27][CH:28]=4)[C:22]([OH:24])=[O:23])=[N:16][N:15]=3)=[CH:12][CH:13]=2)[CH:5]=[CH:6][CH:7]=1. The catalyst class is: 20. (8) Reactant: [Cl:1][C:2]1[CH:3]=[C:4]([CH:21]=[C:22]([Cl:25])[C:23]=1[OH:24])[CH2:5][C@H:6]([C:18]([OH:20])=O)[NH:7][C:8]([O:10][CH2:11][C:12]1[CH:17]=[CH:16][CH:15]=[CH:14][CH:13]=1)=[O:9].[CH3:26][C:27]([CH3:53])([O:29][C:30]([NH:32][CH2:33][CH2:34][CH2:35][CH2:36][C@@H:37]([C:39]([N:41]1[CH2:46][CH2:45][N:44]([C:47]2[CH:52]=[CH:51][N:50]=[CH:49][CH:48]=2)[CH2:43][CH2:42]1)=[O:40])[NH2:38])=[O:31])[CH3:28].CCN(C(C)C)C(C)C.CN(C(ON1N=NC2C=CC=CC1=2)=[N+](C)C)C.[B-](F)(F)(F)F.C1C=CC2N(O)N=NC=2C=1. Product: [C:12]1([CH2:11][O:10][C:8]([NH:7][C@@H:6]([C:18]([NH:38][C@H:37]([C:39]([N:41]2[CH2:46][CH2:45][N:44]([C:47]3[CH:48]=[CH:49][N:50]=[CH:51][CH:52]=3)[CH2:43][CH2:42]2)=[O:40])[CH2:36][CH2:35][CH2:34][CH2:33][NH:32][C:30]([O:29][C:27]([CH3:26])([CH3:53])[CH3:28])=[O:31])=[O:20])[CH2:5][C:4]2[CH:21]=[C:22]([Cl:25])[C:23]([OH:24])=[C:2]([Cl:1])[CH:3]=2)=[O:9])[CH:13]=[CH:14][CH:15]=[CH:16][CH:17]=1. The catalyst class is: 7.